Dataset: Forward reaction prediction with 1.9M reactions from USPTO patents (1976-2016). Task: Predict the product of the given reaction. (1) The product is: [NH2:11][C:4]1[CH:5]=[C:6]([NH2:8])[CH:7]=[C:2]([CH3:1])[C:3]=1[NH:14][C:15](=[O:17])[CH3:16]. Given the reactants [CH3:1][C:2]1[CH:7]=[C:6]([N+:8]([O-])=O)[CH:5]=[C:4]([N+:11]([O-])=O)[C:3]=1[NH:14][C:15](=[O:17])[CH3:16], predict the reaction product. (2) Given the reactants Br[C:2]1[CH:11]=[CH:10][C:9]2[N:8]=[CH:7][C:6]3[N:12]([CH3:23])[C:13](=[O:22])[N:14]([C:15]4[C:16]([CH3:21])=[N:17][N:18]([CH3:20])[CH:19]=4)[C:5]=3[C:4]=2[CH:3]=1.[F:24][CH2:25][CH2:26][O:27][C:28]1[CH:29]=[N:30][CH:31]=[C:32](B2OC(C)(C)C(C)(C)O2)[CH:33]=1, predict the reaction product. The product is: [CH3:20][N:18]1[CH:19]=[C:15]([N:14]2[C:5]3[C:4]4[CH:3]=[C:2]([C:32]5[CH:31]=[N:30][CH:29]=[C:28]([O:27][CH2:26][CH2:25][F:24])[CH:33]=5)[CH:11]=[CH:10][C:9]=4[N:8]=[CH:7][C:6]=3[N:12]([CH3:23])[C:13]2=[O:22])[C:16]([CH3:21])=[N:17]1.